From a dataset of Catalyst prediction with 721,799 reactions and 888 catalyst types from USPTO. Predict which catalyst facilitates the given reaction. (1) Reactant: [CH2:1]([N:3]([CH:11]1[CH2:16][CH2:15][C:14]([C:17]2[C:25]3[C:20](=[CH:21][CH:22]=[C:23]([NH:26][C:27]([C:29]4[S:30][CH:31]=[CH:32][CH:33]=4)=[NH:28])[CH:24]=3)[NH:19][CH:18]=2)=[CH:13][CH2:12]1)C(=O)OC(C)(C)C)[CH3:2].C(O)(C(F)(F)F)=O. Product: [CH2:1]([NH:3][CH:11]1[CH2:16][CH2:15][C:14]([C:17]2[C:25]3[C:20](=[CH:21][CH:22]=[C:23]([NH:26][C:27]([C:29]4[S:30][CH:31]=[CH:32][CH:33]=4)=[NH:28])[CH:24]=3)[NH:19][CH:18]=2)=[CH:13][CH2:12]1)[CH3:2]. The catalyst class is: 2. (2) Reactant: [C:1]1(=[O:11])[NH:5][C:4](=[O:6])[C:3]2=[CH:7][CH:8]=[CH:9][CH:10]=[C:2]12.[CH2:12]=[O:13]. Product: [CH2:12]([N:5]1[C:1](=[O:11])[C:2]2=[CH:10][CH:9]=[CH:8][CH:7]=[C:3]2[C:4]1=[O:6])[OH:13]. The catalyst class is: 26. (3) Reactant: [C@@H:1]12[O:7][C@@H:6]1[CH2:5][CH2:4][C@H:3]([NH:8][C:9](=[O:18])[O:10][CH2:11][C:12]1[CH:17]=[CH:16][CH:15]=[CH:14][CH:13]=1)[CH2:2]2.Cl([O-])(=O)(=O)=O.[Li+].[CH3:25][O:26][CH2:27][CH2:28][NH2:29]. Product: [OH:7][C@@H:1]1[C@@H:6]([NH:29][CH2:28][CH2:27][O:26][CH3:25])[CH2:5][CH2:4][C@H:3]([NH:8][C:9](=[O:18])[O:10][CH2:11][C:12]2[CH:17]=[CH:16][CH:15]=[CH:14][CH:13]=2)[CH2:2]1. The catalyst class is: 290. (4) Reactant: [C:1]([N:5]([C:26](=[O:35])[C:27]1[CH:32]=[C:31]([CH3:33])[CH:30]=[C:29]([CH3:34])[CH:28]=1)[NH:6][C:7](=[O:25])[C:8]1[CH:13]=[CH:12][C:11]([CH:14]=[O:15])=[C:10]([B:16]2[O:20]C(C)(C)C(C)(C)[O:17]2)[CH:9]=1)([CH3:4])([CH3:3])[CH3:2].I([O-])(=O)(=O)=O.[Na+].Cl. Product: [C:1]([N:5]([C:26](=[O:35])[C:27]1[CH:28]=[C:29]([CH3:34])[CH:30]=[C:31]([CH3:33])[CH:32]=1)[NH:6][C:7]([C:8]1[CH:13]=[CH:12][C:11]([CH:14]=[O:15])=[C:10]([B:16]([OH:20])[OH:17])[CH:9]=1)=[O:25])([CH3:4])([CH3:3])[CH3:2]. The catalyst class is: 20. (5) Reactant: [H-].[H-].[H-].[H-].[Li+].[Al+3].[CH:7]1([CH2:13][C@H:14]([CH2:19][CH:20]=[CH2:21])[C:15]([NH:17][CH3:18])=O)[CH2:12][CH2:11][CH2:10][CH2:9][CH2:8]1.O.[OH-].[Na+]. Product: [CH:7]1([CH2:13][C@H:14]([CH2:19][CH:20]=[CH2:21])[CH2:15][NH:17][CH3:18])[CH2:12][CH2:11][CH2:10][CH2:9][CH2:8]1. The catalyst class is: 1. (6) Reactant: Br[C:2]1[CH:7]=[CH:6][CH:5]=[CH:4][C:3]=1[O:8][CH3:9].C([Li:14])CCC. Product: [Li:14][C:2]1[CH:7]=[CH:6][CH:5]=[CH:4][C:3]=1[O:8][CH3:9]. The catalyst class is: 28. (7) Reactant: C(N(CC)CC)C.[CH3:8][S:9](Cl)(=[O:11])=[O:10].[F:13][CH:14]([F:29])[C:15]1[CH:28]=[CH:27][C:18]([CH2:19][N:20]2[CH2:24][CH2:23][C@H:22]([OH:25])[C:21]2=[O:26])=[CH:17][CH:16]=1. Product: [CH3:8][S:9]([O:25][C@H:22]1[CH2:23][CH2:24][N:20]([CH2:19][C:18]2[CH:17]=[CH:16][C:15]([CH:14]([F:13])[F:29])=[CH:28][CH:27]=2)[C:21]1=[O:26])(=[O:11])=[O:10]. The catalyst class is: 46.